From a dataset of TCR-epitope binding with 47,182 pairs between 192 epitopes and 23,139 TCRs. Binary Classification. Given a T-cell receptor sequence (or CDR3 region) and an epitope sequence, predict whether binding occurs between them. (1) The epitope is EIYKRWII. The TCR CDR3 sequence is CASSEASPGRSYGYTF. Result: 1 (the TCR binds to the epitope). (2) The epitope is KPLEFGATSAAL. The TCR CDR3 sequence is CASSPPARQPSSYNEQFF. Result: 1 (the TCR binds to the epitope). (3) The epitope is KLGGALQAK. The TCR CDR3 sequence is CSVGSGDHGEQFF. Result: 1 (the TCR binds to the epitope). (4) The TCR CDR3 sequence is CASSPTSQGLAKNIQYF. Result: 0 (the TCR does not bind to the epitope). The epitope is YLQPRTFLL. (5) The epitope is ITEEVGHTDLMAAY. The TCR CDR3 sequence is CASSDFLTDARGYTF. Result: 0 (the TCR does not bind to the epitope). (6) The epitope is SEVGPEHSLAEY. The TCR CDR3 sequence is CASSLVENTEAFF. Result: 0 (the TCR does not bind to the epitope).